From a dataset of Catalyst prediction with 721,799 reactions and 888 catalyst types from USPTO. Predict which catalyst facilitates the given reaction. (1) Reactant: C[O:2][C:3]([C:5]1[CH:10]=[CH:9][C:8]([CH2:11][CH2:12][N:13]([CH2:29][CH2:30][C:31]2[CH:36]=[CH:35][CH:34]=[CH:33][C:32]=2[O:37][CH2:38][C:39]2[CH:44]=[CH:43][C:42]([CH2:45][CH2:46][C:47]3[CH:52]=[CH:51][C:50]([C:53]([F:56])([F:55])[F:54])=[CH:49][CH:48]=3)=[CH:41][CH:40]=2)[CH:14]2[CH2:23][CH2:22][CH2:21][C:20]3[N:19]=[C:18]([C:24]([O:26]CC)=[O:25])[CH:17]=[CH:16][C:15]2=3)=[CH:7][CH:6]=1)=[O:4].[OH-].[Na+]. Product: [C:3]([C:5]1[CH:10]=[CH:9][C:8]([CH2:11][CH2:12][N:13]([CH2:29][CH2:30][C:31]2[CH:36]=[CH:35][CH:34]=[CH:33][C:32]=2[O:37][CH2:38][C:39]2[CH:40]=[CH:41][C:42]([CH2:45][CH2:46][C:47]3[CH:48]=[CH:49][C:50]([C:53]([F:55])([F:54])[F:56])=[CH:51][CH:52]=3)=[CH:43][CH:44]=2)[CH:14]2[CH2:23][CH2:22][CH2:21][C:20]3[N:19]=[C:18]([C:24]([OH:26])=[O:25])[CH:17]=[CH:16][C:15]2=3)=[CH:7][CH:6]=1)([OH:4])=[O:2]. The catalyst class is: 12. (2) Reactant: [OH:1][C:2]1[C:3]([C:16]([NH:18][C@@H:19]([C:21]2[CH:26]=[CH:25][CH:24]=[CH:23][CH:22]=2)[CH3:20])=[O:17])=[CH:4][N:5]([CH2:9][C:10]2[CH:15]=[CH:14][CH:13]=[CH:12][CH:11]=2)[C:6](=[O:8])[CH:7]=1.OC1C([C:42]([OH:44])=[O:43])=CN(CC2C=CC=CC=2)C(=O)C=1.CN(C(ON1N=NC2C=CC=NC1=2)=[N+](C)C)C.F[P-](F)(F)(F)(F)F.[CH3:69][N:70](C)[CH:71]=[O:72]. Product: [OH:1][C:2]1[C:3]([C:16]([NH:18][C@@H:19]([C:21]2[CH:22]=[CH:23][CH:24]=[CH:25][CH:26]=2)[CH3:20])=[O:17])=[CH:4][N:5]([CH2:9][C:10]2[CH:15]=[CH:14][CH:13]=[CH:12][CH:11]=2)[C:6](=[O:8])[C:7]=1[C:71]([NH:70][CH2:69][C:42]([OH:44])=[O:43])=[O:72]. The catalyst class is: 124. (3) Reactant: [Br:1][C:2]1[CH:7]=[CH:6][C:5]([CH:8]2[S:14][CH2:13][CH:12]([C:15]([NH2:17])=O)[NH:11][C:10]3[N:18]([CH3:27])[N:19]=[C:20]([C:21]4[CH:26]=[CH:25][CH:24]=[CH:23][N:22]=4)[C:9]2=3)=[C:4]([CH3:28])[CH:3]=1.N1C=CC=CC=1.O=P(Cl)(Cl)Cl. Product: [Br:1][C:2]1[CH:7]=[CH:6][C:5]([CH:8]2[S:14][CH2:13][CH:12]([C:15]#[N:17])[NH:11][C:10]3[N:18]([CH3:27])[N:19]=[C:20]([C:21]4[CH:26]=[CH:25][CH:24]=[CH:23][N:22]=4)[C:9]2=3)=[C:4]([CH3:28])[CH:3]=1. The catalyst class is: 26. (4) Reactant: [CH3:1][CH2:2][C:3]([C:6]([O:8][C@@H:9]1[C@@H:14]2[C@@H:15]([CH2:20][CH2:21][C@H:22]3[O:28][C:26](=[O:27])[CH2:25][C@H:24]([OH:29])[CH2:23]3)[C@@H:16]([CH3:19])[CH:17]=[CH:18][C:13]2=[CH:12][C@H:11]([CH3:30])[CH2:10]1)=[O:7])([CH3:5])[CH3:4].[OH-].[Ca+2:32].[OH-]. Product: [CH3:1][CH2:2][C:3]([C:6]([O:8][C@@H:9]1[C@@H:14]2[C@@H:15]([CH2:20][CH2:21][C@H:22]3[O:28][C:26](=[O:27])[CH2:25][C@H:24]([OH:29])[CH2:23]3)[C@@H:16]([CH3:19])[CH:17]=[CH:18][C:13]2=[CH:12][C@H:11]([CH3:30])[CH2:10]1)=[O:7])([CH3:5])[CH3:4].[Ca:32]. The catalyst class is: 40. (5) Reactant: [F:1][C:2]1[CH:7]=[CH:6][C:5]([O:8][C:9]2[CH:14]=[N:13][CH:12]=[CH:11][N:10]=2)=[CH:4][C:3]=1[C@:15]1([CH2:34][F:35])[CH2:20][C@@H:19]([C:21]([F:24])([F:23])[F:22])[O:18][C:17]([NH:25]C(=O)C2C=CC=CC=2)=[N:16]1.N12CCCN=C1CCCCC2. Product: [F:1][C:2]1[CH:7]=[CH:6][C:5]([O:8][C:9]2[CH:14]=[N:13][CH:12]=[CH:11][N:10]=2)=[CH:4][C:3]=1[C@:15]1([CH2:34][F:35])[CH2:20][C@@H:19]([C:21]([F:23])([F:24])[F:22])[O:18][C:17]([NH2:25])=[N:16]1. The catalyst class is: 5. (6) Reactant: [F:1][C:2]1[CH:7]=[CH:6][C:5]([C:8]2[O:9][C:10](=[O:18])[C:11]3[N:16]([CH3:17])[CH:15]=[N:14][C:12]=3[N:13]=2)=[CH:4][CH:3]=1.[NH2:19][NH2:20]. Product: [F:1][C:2]1[CH:7]=[CH:6][C:5]([C:8]([NH:13][C:12]2[N:14]=[CH:15][N:16]([CH3:17])[C:11]=2[C:10]([NH:19][NH2:20])=[O:18])=[O:9])=[CH:4][CH:3]=1. The catalyst class is: 1. (7) Reactant: [CH3:1][C:2]([S:21]([CH3:24])(=[O:23])=[O:22])([CH2:7][CH2:8][C:9]1[CH:14]=[CH:13][C:12]([C:15]#[C:16][Si](C)(C)C)=[CH:11][CH:10]=1)[C:3]([O:5][CH3:6])=[O:4].C([O-])([O-])=O.[K+].[K+]. Product: [C:15]([C:12]1[CH:11]=[CH:10][C:9]([CH2:8][CH2:7][C:2]([CH3:1])([S:21]([CH3:24])(=[O:22])=[O:23])[C:3]([O:5][CH3:6])=[O:4])=[CH:14][CH:13]=1)#[CH:16]. The catalyst class is: 100. (8) Reactant: [CH3:1][O:2][C:3](=[O:31])[C:4]1[CH:9]=[CH:8][C:7]([CH2:10][C:11]2([CH:21]3[CH2:26][CH2:25][CH:24]([C:27]([CH3:30])([CH3:29])[CH3:28])[CH2:23][CH2:22]3)C(=O)OC(C)(C)O[C:12]2=[O:20])=[CH:6][CH:5]=1.[Br:32][C:33]1[CH:39]=[CH:38][C:36]([NH2:37])=[CH:35][CH:34]=1.C(OCC)(=O)C.CCCCCC. Product: [CH3:1][O:2][C:3](=[O:31])[C:4]1[CH:9]=[CH:8][C:7]([CH2:10][CH:11]([C:12](=[O:20])[NH:37][C:36]2[CH:38]=[CH:39][C:33]([Br:32])=[CH:34][CH:35]=2)[CH:21]2[CH2:22][CH2:23][CH:24]([C:27]([CH3:28])([CH3:29])[CH3:30])[CH2:25][CH2:26]2)=[CH:6][CH:5]=1. The catalyst class is: 60. (9) Reactant: [Br:1]Br.[CH2:3]([CH2:10][C:11](=[O:13])[CH3:12])[C:4]1[CH:9]=[CH:8][CH:7]=[CH:6][CH:5]=1.O. Product: [Br:1][CH2:12][C:11](=[O:13])[CH2:10][CH2:3][C:4]1[CH:9]=[CH:8][CH:7]=[CH:6][CH:5]=1. The catalyst class is: 5. (10) Reactant: [O:1]1[C:13]2[C:12]3[NH:11][C:10]([C:14]([O:16]C)=[O:15])=[CH:9][C:8]=3[CH:7]=[CH:6][C:5]=2[O:4][CH2:3][CH2:2]1. Product: [O:1]1[C:13]2[C:12]3[NH:11][C:10]([C:14]([OH:16])=[O:15])=[CH:9][C:8]=3[CH:7]=[CH:6][C:5]=2[O:4][CH2:3][CH2:2]1. The catalyst class is: 40.